From a dataset of Forward reaction prediction with 1.9M reactions from USPTO patents (1976-2016). Predict the product of the given reaction. (1) Given the reactants [Cl:1][C:2]1[C:7]([CH2:8][OH:9])=[CH:6][CH:5]=[C:4]([Cl:10])[N:3]=1.CC(OI1(OC(C)=O)(OC(C)=O)OC(=O)C2C=CC=CC1=2)=O, predict the reaction product. The product is: [Cl:1][C:2]1[N:3]=[C:4]([Cl:10])[CH:5]=[CH:6][C:7]=1[CH:8]=[O:9]. (2) Given the reactants [CH3:1][C:2]([OH:16])([CH2:4][CH2:5][O:6][CH2:7][CH2:8][O:9]C1CCCCO1)[CH3:3].Cl.C(OCC)(=O)C, predict the reaction product. The product is: [OH:9][CH2:8][CH2:7][O:6][CH2:5][CH2:4][C:2]([CH3:3])([OH:16])[CH3:1]. (3) Given the reactants [CH3:1][C:2]1([CH3:13])[C:11]2[C:6](=[CH:7][CH:8]=[CH:9][CH:10]=2)[NH:5][C:4](=O)[CH2:3]1.[H-].[Al+3].[Li+].[H-].[H-].[H-].O.[OH-].[Na+], predict the reaction product. The product is: [CH3:1][C:2]1([CH3:13])[C:11]2[C:6](=[CH:7][CH:8]=[CH:9][CH:10]=2)[NH:5][CH2:4][CH2:3]1. (4) Given the reactants Cl.O.[OH:3][C:4]12[C:15]3[C:10](=[C:11]([N+:16]([O-])=O)[CH:12]=[CH:13][CH:14]=3)[C:9](=[O:19])[C:8]1([NH:20][C:21]([C:23]1[CH:24]=[N:25][N:26]3[C:31]([CH3:32])=[CH:30][C:29]([CH3:33])=[N:28][C:27]=13)=[O:22])[C:7]1[CH:34]=[CH:35][C:36]([CH:38]([CH3:40])[CH3:39])=[CH:37][C:6]=1[O:5]2, predict the reaction product. The product is: [NH2:16][C:11]1[CH:12]=[CH:13][CH:14]=[C:15]2[C:10]=1[C:9](=[O:19])[C:8]1([NH:20][C:21]([C:23]3[CH:24]=[N:25][N:26]4[C:31]([CH3:32])=[CH:30][C:29]([CH3:33])=[N:28][C:27]=34)=[O:22])[C:7]3[CH:34]=[CH:35][C:36]([CH:38]([CH3:40])[CH3:39])=[CH:37][C:6]=3[O:5][C:4]12[OH:3]. (5) Given the reactants O1CCCC1.[CH2:6]([O:8][CH:9]([O:12][CH2:13][CH3:14])[CH2:10][OH:11])[CH3:7].CN(C)C(=O)C.[Cl:21][C:22]1[N:27]=[CH:26][C:25]([F:28])=[CH:24][N:23]=1, predict the reaction product. The product is: [CH2:6]([O:8][CH:9]([O:12][CH2:13][CH3:14])[CH2:10][O:11][C:22]1[N:27]=[CH:26][C:25]([F:28])=[CH:24][N:23]=1)[CH3:7].[Cl:21][C:22]1[N:27]=[CH:26][C:25]([O:11][CH2:10][CH:9]([O:12][CH2:13][CH3:14])[O:8][CH2:6][CH3:7])=[CH:24][N:23]=1. (6) Given the reactants [NH2:1][C:2]([C:4]1[CH:5]=[N:6][C:7]2[C:12]([C:13]=1[NH:14][C:15]1[CH:16]=[C:17]([CH:23]=[CH:24][CH:25]=1)[C:18]([O:20]CC)=[O:19])=[CH:11][CH:10]=[C:9]([C:26]1[CH:31]=[C:30]([F:32])[CH:29]=[CH:28][C:27]=1[F:33])[CH:8]=2)=[O:3].[OH-].[Na+], predict the reaction product. The product is: [NH2:1][C:2]([C:4]1[CH:5]=[N:6][C:7]2[C:12]([C:13]=1[NH:14][C:15]1[CH:16]=[C:17]([CH:23]=[CH:24][CH:25]=1)[C:18]([OH:20])=[O:19])=[CH:11][CH:10]=[C:9]([C:26]1[CH:31]=[C:30]([F:32])[CH:29]=[CH:28][C:27]=1[F:33])[CH:8]=2)=[O:3]. (7) Given the reactants [F:1][C:2]1[CH:7]=[CH:6][CH:5]=[CH:4][C:3]=1[OH:8].[Br:9][CH2:10][CH2:11][CH2:12]Br.C(=O)([O-])[O-].[K+].[K+], predict the reaction product. The product is: [Br:9][CH2:10][CH2:11][CH2:12][O:8][C:3]1[CH:4]=[CH:5][CH:6]=[CH:7][C:2]=1[F:1]. (8) Given the reactants COC1C=C(OC2C=CC(O)=CC=2)C2CC(C3C=CC(OC)=CC=3)CCC=2C=1.Cl.ClCCN1CCCCCC1.C[O:41][C:42]1[CH:43]=[C:44]([O:60][C:61]2[CH:76]=[CH:75][C:64]([O:65][CH2:66][CH2:67][N:68]3[CH2:74][CH2:73][CH2:72][CH2:71][CH2:70][CH2:69]3)=[CH:63][CH:62]=2)[C:45]2[CH2:46][CH:47]([C:52]3[CH:57]=[CH:56][C:55]([O:58]C)=[CH:54][CH:53]=3)[CH2:48][CH2:49][C:50]=2[CH:51]=1, predict the reaction product. The product is: [N:68]1([CH2:67][CH2:66][O:65][C:64]2[CH:63]=[CH:62][C:61]([O:60][C:44]3[C:45]4[CH2:46][CH:47]([C:52]5[CH:57]=[CH:56][C:55]([OH:58])=[CH:54][CH:53]=5)[CH2:48][CH2:49][C:50]=4[CH:51]=[C:42]([OH:41])[CH:43]=3)=[CH:76][CH:75]=2)[CH2:74][CH2:73][CH2:72][CH2:71][CH2:70][CH2:69]1.